From a dataset of Catalyst prediction with 721,799 reactions and 888 catalyst types from USPTO. Predict which catalyst facilitates the given reaction. (1) Reactant: [N-:1]=[N+:2]=[N-:3].[Na+].[O-]S(C(F)(F)F)(=O)=O.F[N+:14]1[CH:19]=[CH:18][CH:17]=[CH:16][CH:15]=1. Product: [N:1]([C:15]1[CH:16]=[CH:17][CH:18]=[CH:19][N:14]=1)=[N+:2]=[N-:3]. The catalyst class is: 5. (2) Reactant: [C:1]1([C:7]2[S:11][C:10]([CH:12]=O)=[CH:9][CH:8]=2)[CH:6]=[CH:5][CH:4]=[CH:3][CH:2]=1.[CH2:14]([O:16][C:17](=[O:22])[CH2:18][N:19]=[N+:20]=[N-:21])[CH3:15].[Na]. The catalyst class is: 14. Product: [CH2:14]([O:16][C:17](=[O:22])[C:18]([N:19]=[N+:20]=[N-:21])=[CH:12][C:10]1[S:11][C:7]([C:1]2[CH:2]=[CH:3][CH:4]=[CH:5][CH:6]=2)=[CH:8][CH:9]=1)[CH3:15]. (3) Reactant: Cl.[F:2][C:3]([F:29])([F:28])[C:4]1[CH:5]=[C:6]([CH:21]=[C:22]([C:24]([F:27])([F:26])[F:25])[CH:23]=1)[CH2:7][O:8][C@H:9]1[CH2:14][CH2:13][NH:12][CH2:11][C@H:10]1[C:15]1[CH:20]=[CH:19][CH:18]=[CH:17][CH:16]=1.CCN(CC)CC.[CH3:37][N:38]=[C:39]=[S:40].O. Product: [F:29][C:3]([F:2])([F:28])[C:4]1[CH:5]=[C:6]([CH:21]=[C:22]([C:24]([F:27])([F:25])[F:26])[CH:23]=1)[CH2:7][O:8][C@H:9]1[CH2:14][CH2:13][N:12]([C:39](=[S:40])[NH:38][CH3:37])[CH2:11][C@H:10]1[C:15]1[CH:16]=[CH:17][CH:18]=[CH:19][CH:20]=1. The catalyst class is: 10. (4) Reactant: [CH:1]1([C:4]([NH:6][C:7]2[C:13]([OH:14])=[CH:12][CH:11]=[CH:10][C:8]=2[OH:9])=[O:5])[CH2:3][CH2:2]1.Cl. Product: [CH:1]1([C:4]([NH:6][C:7]2[C:8](=[O:9])[CH2:10][CH2:11][CH2:12][C:13]=2[OH:14])=[O:5])[CH2:3][CH2:2]1. The catalyst class is: 181. (5) Reactant: C(=O)([O-])[O-].[K+].[K+].Cl.[CH3:8][O:9][C:10]([C:12]1([NH2:20])[CH2:17][CH2:16][N:15]([O:18][CH3:19])[CH2:14][CH2:13]1)=[O:11].[CH:21]1([C:24]2[C:25]([CH3:35])=[CH:26][C:27]([CH3:34])=[C:28]([CH2:30][C:31](Cl)=[O:32])[CH:29]=2)[CH2:23][CH2:22]1. Product: [CH3:8][O:9][C:10]([C:12]1([NH:20][C:31](=[O:32])[CH2:30][C:28]2[CH:29]=[C:24]([CH:21]3[CH2:22][CH2:23]3)[C:25]([CH3:35])=[CH:26][C:27]=2[CH3:34])[CH2:17][CH2:16][N:15]([O:18][CH3:19])[CH2:14][CH2:13]1)=[O:11]. The catalyst class is: 10. (6) Reactant: C(NC(C)C)(C)C.C([Li])CCC.[C:13]([O:16][CH2:17][CH3:18])(=[O:15])[CH3:14].[C:19]1(=[CH:22][C:23]([O:25][CH3:26])=[O:24])[CH2:21][CH2:20]1.[Cl-].[NH4+]. Product: [C:19]1([CH2:14][C:13]([O:16][CH2:17][CH3:18])=[O:15])([CH2:22][C:23]([O:25][CH3:26])=[O:24])[CH2:21][CH2:20]1. The catalyst class is: 323. (7) Reactant: C([NH:5][S:6]([C:9]1[CH:14]=[CH:13][CH:12]=[C:11]([C:15]2[CH:20]=[C:19]([C:21]3[N:26]=[C:25]([C:27]4[CH:32]=[CH:31][C:30]([Cl:33])=[CH:29][CH:28]=4)[CH:24]=[C:23]([C:34]([F:37])([F:36])[F:35])[N:22]=3)[CH:18]=[CH:17][N:16]=2)[CH:10]=1)(=[O:8])=[O:7])(C)(C)C.C(O)(C(F)(F)F)=O. Product: [Cl:33][C:30]1[CH:29]=[CH:28][C:27]([C:25]2[CH:24]=[C:23]([C:34]([F:36])([F:37])[F:35])[N:22]=[C:21]([C:19]3[CH:18]=[CH:17][N:16]=[C:15]([C:11]4[CH:10]=[C:9]([S:6]([NH2:5])(=[O:8])=[O:7])[CH:14]=[CH:13][CH:12]=4)[CH:20]=3)[N:26]=2)=[CH:32][CH:31]=1. The catalyst class is: 4. (8) Reactant: [OH-].[Li+].[F:3][C:4]1[CH:9]=[CH:8][C:7]([S:10]([NH:13][C:14]2[C:23]([C:24]([O:26]C)=[O:25])=[C:22]3[C:17]([CH:18]4[CH2:28][CH:19]4[CH2:20][O:21]3)=[CH:16][CH:15]=2)(=[O:12])=[O:11])=[C:6]([CH:29]=[CH2:30])[CH:5]=1. Product: [F:3][C:4]1[CH:9]=[CH:8][C:7]([S:10]([NH:13][C:14]2[C:23]([C:24]([OH:26])=[O:25])=[C:22]3[C:17]([CH:18]4[CH2:28][CH:19]4[CH2:20][O:21]3)=[CH:16][CH:15]=2)(=[O:11])=[O:12])=[C:6]([CH:29]=[CH2:30])[CH:5]=1. The catalyst class is: 38. (9) Reactant: [Cl:1][CH2:2][C:3]1[CH:8]=[CH:7][C:6]([C:9]2[C:13](C(O)=O)=[CH:12][O:11][N:10]=2)=[CH:5][CH:4]=1.[Cl:17][C:18]1[CH:23]=[CH:22][CH:21]=[CH:20][C:19]=1[CH:24]([OH:26])[CH3:25].C1(P(N=[N+]=[N-])(C2C=CC=CC=2)=[O:34])C=CC=CC=1.C([N:46]([CH2:49]C)CC)C. Product: [Cl:1][CH2:2][C:3]1[CH:4]=[CH:5][C:6]([C:9]2[C:13]([NH:46][C:49](=[O:34])[O:26][CH:24]([C:19]3[CH:20]=[CH:21][CH:22]=[CH:23][C:18]=3[Cl:17])[CH3:25])=[CH:12][O:11][N:10]=2)=[CH:7][CH:8]=1. The catalyst class is: 11.